This data is from Full USPTO retrosynthesis dataset with 1.9M reactions from patents (1976-2016). The task is: Predict the reactants needed to synthesize the given product. (1) The reactants are: [Cl-].[CH3:2][O:3][CH2:4][P+](C1C=CC=CC=1)(C1C=CC=CC=1)C1C=CC=CC=1.CC(C)([O-])C.[K+].[N+:30]([C:33]1[CH:34]=[C:35]([CH:38]=[CH:39][CH:40]=1)[CH:36]=O)([O-:32])=[O:31].[Cl-].[NH4+]. Given the product [CH3:2][O:3][CH:4]=[CH:36][C:35]1[CH:38]=[CH:39][CH:40]=[C:33]([N+:30]([O-:32])=[O:31])[CH:34]=1, predict the reactants needed to synthesize it. (2) Given the product [NH:1]1[C:5]2[CH:6]=[CH:7][CH:8]=[CH:9][C:4]=2[N:3]=[C:2]1[CH2:10][N:11]([CH:28]1[C:37]2[N:36]=[CH:35][CH:34]=[CH:33][C:32]=2[CH2:31][CH2:30][CH2:29]1)[CH2:12][CH2:13][CH2:14][NH:15][C:16](=[O:17])[C:4]1[CH:9]=[CH:8][CH:7]=[CH:6][CH:5]=1, predict the reactants needed to synthesize it. The reactants are: [NH:1]1[C:5]2[CH:6]=[CH:7][CH:8]=[CH:9][C:4]=2[N:3]=[C:2]1[CH2:10][N:11]([CH:28]1[C:37]2[N:36]=[CH:35][CH:34]=[CH:33][C:32]=2[CH2:31][CH2:30][CH2:29]1)[CH2:12][CH2:13][CH2:14][NH:15][C:16](C1N=CC2C(C=1)=CC=CC=2)=[O:17]. (3) Given the product [C:18]([O:21][C@@H:22]1[C@H:28]2[C@H:29]3[C@H:38]([CH2:39][CH2:40][C@:25]2([CH2:26][CH3:27])[C:24](=[O:42])[CH2:23]1)[C@@H:37]1[C:32]([CH:33]=[C:34]([O:41][CH3:1])[CH2:35][CH2:36]1)=[CH:31][CH2:30]3)(=[O:20])[CH3:19], predict the reactants needed to synthesize it. The reactants are: [C:1]1(C)C=CC(S([O-])(=O)=O)=CC=1.[NH+]1C=CC=CC=1.[C:18]([O:21][C@@H:22]1[C@H:28]2[C@H:29]3[C@H:38]([CH2:39][CH2:40][C@:25]2([CH2:26][CH3:27])[C:24](=[O:42])[CH2:23]1)[C@@H:37]1[C:32](=[CH:33][C:34](=[O:41])[CH2:35][CH2:36]1)[CH2:31][CH2:30]3)(=[O:20])[CH3:19]. (4) Given the product [F:3][C:4]1[C:13]([N:14]([CH3:23])[C:15](=[O:22])[C:16]2[CH:17]=[CH:18][CH:19]=[CH:20][CH:21]=2)=[CH:12][CH:11]=[CH:10][C:5]=1[C:6]([OH:8])=[O:7], predict the reactants needed to synthesize it. The reactants are: [OH-].[Na+].[F:3][C:4]1[C:13]([N:14]([CH3:23])[C:15](=[O:22])[C:16]2[CH:21]=[CH:20][CH:19]=[CH:18][CH:17]=2)=[CH:12][CH:11]=[CH:10][C:5]=1[C:6]([O:8]C)=[O:7]. (5) Given the product [CH3:1][N:2]1[C:6]([C:7]2[O:8][C:19](=[O:21])[NH:10][N:9]=2)=[CH:5][C:4]([CH3:11])=[N:3]1, predict the reactants needed to synthesize it. The reactants are: [CH3:1][N:2]1[C:6]([C:7]([NH:9][NH2:10])=[O:8])=[CH:5][C:4]([CH3:11])=[N:3]1.CCCCCCC.[C:19](OCC)(=[O:21])C.